This data is from Full USPTO retrosynthesis dataset with 1.9M reactions from patents (1976-2016). The task is: Predict the reactants needed to synthesize the given product. (1) Given the product [F:32][C:31]([F:34])([F:33])[S:28]([O:13][C:14]1[CH2:19][CH2:18][N:17]([C:20]([O:22][C:23]([CH3:26])([CH3:25])[CH3:24])=[O:21])[CH2:16][CH:15]=1)(=[O:30])=[O:29], predict the reactants needed to synthesize it. The reactants are: C([Li])CCC.C(NC(C)C)(C)C.[O:13]=[C:14]1[CH2:19][CH2:18][N:17]([C:20]([O:22][C:23]([CH3:26])([CH3:25])[CH3:24])=[O:21])[CH2:16][CH2:15]1.N(C1C=CC=CC=1)([S:28]([C:31]([F:34])([F:33])[F:32])(=[O:30])=[O:29])[S:28]([C:31]([F:34])([F:33])[F:32])(=[O:30])=[O:29]. (2) The reactants are: [F:1][C:2]([F:14])([F:13])[C:3]1[CH:4]=[C:5]([OH:12])[C:6](=[CH:10][CH:11]=1)[C:7](O)=[O:8].S(Cl)(Cl)=O.O.[NH3:20].Cl. Given the product [OH:12][C:5]1[CH:4]=[C:3]([C:2]([F:14])([F:13])[F:1])[CH:11]=[CH:10][C:6]=1[C:7]([NH2:20])=[O:8], predict the reactants needed to synthesize it. (3) Given the product [N:13]1[CH:18]=[CH:17][CH:16]=[C:15]([CH2:19][O:20][C:6]([NH:8][CH2:9][C:10]2[CH:31]=[CH:30][C:26]([C:27]([OH:29])=[O:28])=[CH:25][CH:24]=2)=[O:7])[CH:14]=1, predict the reactants needed to synthesize it. The reactants are: C1N=CN([C:6]([N:8]2C=N[CH:10]=[CH:9]2)=[O:7])C=1.[N:13]1[CH:18]=[CH:17][CH:16]=[C:15]([CH2:19][OH:20])[CH:14]=1.NCC1[CH:31]=[CH:30][C:26]([C:27]([OH:29])=[O:28])=[CH:25][CH:24]=1.CCN(CC)CC.C1CCN2C(=NCCC2)CC1. (4) Given the product [CH3:13][O:14][C:15]([C:17]1([CH2:24][CH2:23][Br:22])[CH2:21][CH2:20][CH2:19][CH2:18]1)=[O:16], predict the reactants needed to synthesize it. The reactants are: C(NC(C)C)(C)C.C([Li])CCC.[CH3:13][O:14][C:15]([CH:17]1[CH2:21][CH2:20][CH2:19][CH2:18]1)=[O:16].[Br:22][CH2:23][CH2:24]Br.[Cl-].[NH4+]. (5) Given the product [N:33]1[C:34]2[C:29](=[CH:28][C:27]([C:14]3[C:15]([CH3:26])=[N:16][N:17]([C:18]4[CH:23]=[CH:22][CH:21]=[CH:20][C:19]=4[CH2:24][CH3:25])[C:13]=3[NH:12][C:5]3[CH:6]=[CH:7][C:8]([O:10][CH3:11])=[CH:9][C:4]=3[C:3]([OH:37])=[O:2])=[CH:36][CH:35]=2)[N:30]=[CH:31][CH:32]=1, predict the reactants needed to synthesize it. The reactants are: C[O:2][C:3](=[O:37])[C:4]1[CH:9]=[C:8]([O:10][CH3:11])[CH:7]=[CH:6][C:5]=1[NH:12][C:13]1[N:17]([C:18]2[CH:23]=[CH:22][CH:21]=[CH:20][C:19]=2[CH2:24][CH3:25])[N:16]=[C:15]([CH3:26])[C:14]=1[C:27]1[CH:28]=[C:29]2[C:34](=[CH:35][CH:36]=1)[N:33]=[CH:32][CH:31]=[N:30]2.[OH-].[Na+].Cl.